Dataset: Forward reaction prediction with 1.9M reactions from USPTO patents (1976-2016). Task: Predict the product of the given reaction. (1) Given the reactants C(OC([NH:7][C:8]1[CH:13]=[CH:12][N:11]([C@H:14]2[C:18]([F:20])([F:19])[C@H:17]([O:21]C(OCC=C)=O)[C@@H:16]([CH2:28][O:29][C:30](=[O:39])[CH2:31][CH2:32][C:33]3[CH:38]=[CH:37][CH:36]=[CH:35][CH:34]=3)[O:15]2)[C:10](=[O:40])[N:9]=1)=O)C=C.C1(P(C2C=CC=CC=2)C2C=CC=CC=2)C=CC=CC=1.C(CN)O.C(O)=O, predict the reaction product. The product is: [NH2:7][C:8]1[CH:13]=[CH:12][N:11]([C@H:14]2[C:18]([F:19])([F:20])[C@H:17]([OH:21])[C@@H:16]([CH2:28][O:29][C:30](=[O:39])[CH2:31][CH2:32][C:33]3[CH:38]=[CH:37][CH:36]=[CH:35][CH:34]=3)[O:15]2)[C:10](=[O:40])[N:9]=1. (2) Given the reactants [OH:1][C:2]1[C:7]([C:8]2[S:9][CH:10]=[CH:11][CH:12]=2)=[N:6][N:5]([CH2:13][CH2:14][CH:15]([CH3:17])[CH3:16])[C:4](=[O:18])[C:3]=1[C:19]1[NH:24][C:23]2[CH:25]=[CH:26][C:27](I)=[CH:28][C:22]=2[S:21](=[O:31])(=[O:30])[N:20]=1.C([Sn](CCCC)(CCCC)[C:37]1[S:38](=[O:43])(=[O:42])[CH2:39][CH2:40][CH:41]=1)CCC, predict the reaction product. The product is: [O:42]=[S:38]1(=[O:43])[CH2:39][CH2:40][CH:41]=[C:37]1[C:27]1[CH:26]=[CH:25][C:23]2[NH:24][C:19]([C:3]3[C:4](=[O:18])[N:5]([CH2:13][CH2:14][CH:15]([CH3:17])[CH3:16])[N:6]=[C:7]([C:8]4[S:9][CH:10]=[CH:11][CH:12]=4)[C:2]=3[OH:1])=[N:20][S:21](=[O:31])(=[O:30])[C:22]=2[CH:28]=1. (3) Given the reactants [CH2:1]([NH2:6])[C:2]([CH3:5])([CH3:4])[CH3:3].[C:7]([C:9]1[CH:10]=[C:11]([C:16]2[N:26]=[CH:25][CH:24]=[CH:23][C:17]=2[C:18]([O:20][CH2:21][CH3:22])=[O:19])[CH:12]=[CH:13][C:14]=1F)#[N:8], predict the reaction product. The product is: [C:7]([C:9]1[CH:10]=[C:11]([C:16]2[N:26]=[CH:25][CH:24]=[CH:23][C:17]=2[C:18]([O:20][CH2:21][CH3:22])=[O:19])[CH:12]=[CH:13][C:14]=1[NH:6][CH2:1][C:2]([CH3:5])([CH3:4])[CH3:3])#[N:8]. (4) The product is: [Br:54][CH2:26][C:22]1[CH:21]=[C:20]([C:18]2[CH:19]=[C:14]([C:12]([NH:11][CH2:10][C:3]3[C:4](=[O:9])[NH:5][C:6]([CH3:8])=[CH:7][C:2]=3[CH3:1])=[O:13])[C:15]3[CH:30]=[N:29][N:28]([CH:31]([CH3:32])[CH3:33])[C:16]=3[N:17]=2)[CH:25]=[CH:24][CH:23]=1. Given the reactants [CH3:1][C:2]1[CH:7]=[C:6]([CH3:8])[NH:5][C:4](=[O:9])[C:3]=1[CH2:10][NH:11][C:12]([C:14]1[C:15]2[CH:30]=[N:29][N:28]([CH:31]([CH3:33])[CH3:32])[C:16]=2[N:17]=[C:18]([C:20]2[CH:25]=[CH:24][CH:23]=[C:22]([CH2:26]O)[CH:21]=2)[CH:19]=1)=[O:13].C1(P(C2C=CC=CC=2)C2C=CC=CC=2)C=CC=CC=1.C(Br)(Br)(Br)[Br:54], predict the reaction product. (5) Given the reactants [NH2:1][C:2]1[CH:7]=[CH:6][C:5]([N:8]2[CH:17]=[CH:16][C:15]3[C:10](=[CH:11][C:12]([F:22])=[C:13]([NH:18][CH:19]4[CH2:21][CH2:20]4)[CH:14]=3)[C:9]2=[O:23])=[CH:4][CH:3]=1.C([O:26][C:27](=O)[NH:28][S:29]([C:32]1[S:33][C:34]([Cl:37])=[CH:35][CH:36]=1)(=[O:31])=[O:30])C, predict the reaction product. The product is: [Cl:37][C:34]1[S:33][C:32]([S:29]([NH:28][C:27]([NH:1][C:2]2[CH:7]=[CH:6][C:5]([N:8]3[CH:17]=[CH:16][C:15]4[C:10](=[CH:11][C:12]([F:22])=[C:13]([NH:18][CH:19]5[CH2:21][CH2:20]5)[CH:14]=4)[C:9]3=[O:23])=[CH:4][CH:3]=2)=[O:26])(=[O:31])=[O:30])=[CH:36][CH:35]=1.